Predict the reaction yield, written as a fraction of the theoretical maximum amount of product (1.0 means a 100% yield; for example, 0.34 means a 34% yield). From a dataset of Reaction yield outcomes from USPTO patents with 853,638 reactions. The reactants are [CH3:1][Zn]Cl.[C:4]([O:8][C:9]([N:11]1[CH2:16][CH2:15][N:14]([C:17]2[C:18]3[C:25](Br)=[CH:24][N:23]([S:27]([C:30]4[CH:35]=[CH:34][CH:33]=[CH:32][CH:31]=4)(=[O:29])=[O:28])[C:19]=3[N:20]=[CH:21][N:22]=2)[CH2:13][CH2:12]1)=[O:10])([CH3:7])([CH3:6])[CH3:5]. The catalyst is C1COCC1.C1C=CC([P]([Pd]([P](C2C=CC=CC=2)(C2C=CC=CC=2)C2C=CC=CC=2)([P](C2C=CC=CC=2)(C2C=CC=CC=2)C2C=CC=CC=2)[P](C2C=CC=CC=2)(C2C=CC=CC=2)C2C=CC=CC=2)(C2C=CC=CC=2)C2C=CC=CC=2)=CC=1. The product is [C:4]([O:8][C:9]([N:11]1[CH2:16][CH2:15][N:14]([C:17]2[C:18]3[C:25]([CH3:1])=[CH:24][N:23]([S:27]([C:30]4[CH:35]=[CH:34][CH:33]=[CH:32][CH:31]=4)(=[O:29])=[O:28])[C:19]=3[N:20]=[CH:21][N:22]=2)[CH2:13][CH2:12]1)=[O:10])([CH3:7])([CH3:6])[CH3:5]. The yield is 0.940.